From a dataset of Buchwald-Hartwig C-N cross coupling reaction yields with 55,370 reactions. Predict the reaction yield, written as a fraction of the theoretical maximum amount of product (1.0 means a 100% yield; for example, 0.34 means a 34% yield). (1) The reactants are Brc1cccnc1.Cc1ccc(N)cc1.O=S(=O)(O[Pd]1c2ccccc2-c2ccccc2N~1)C(F)(F)F.CC(C)c1cc(C(C)C)c(-c2ccccc2P(C(C)(C)C)C(C)(C)C)c(C(C)C)c1.CN1CCCN2CCCN=C12.CCOC(=O)c1cnoc1C. No catalyst specified. The product is Cc1ccc(Nc2cccnc2)cc1. The yield is 0.548. (2) The reactants are CCc1ccc(I)cc1.Cc1ccc(N)cc1.O=S(=O)(O[Pd]1c2ccccc2-c2ccccc2N~1)C(F)(F)F.COc1ccc(OC)c(P(C(C)(C)C)C(C)(C)C)c1-c1c(C(C)C)cc(C(C)C)cc1C(C)C.CN(C)C(=NC(C)(C)C)N(C)C.c1ccc(CN(Cc2ccccc2)c2ccon2)cc1. No catalyst specified. The product is CCc1ccc(Nc2ccc(C)cc2)cc1. The yield is 0.665. (3) The reactants are FC(F)(F)c1ccc(Cl)cc1.Cc1ccc(N)cc1.O=S(=O)(O[Pd]1c2ccccc2-c2ccccc2N~1)C(F)(F)F.COc1ccc(OC)c(P(C(C)(C)C)C(C)(C)C)c1-c1c(C(C)C)cc(C(C)C)cc1C(C)C.CCN=P(N=P(N(C)C)(N(C)C)N(C)C)(N(C)C)N(C)C.c1ccc(CN(Cc2ccccc2)c2ccno2)cc1. No catalyst specified. The product is Cc1ccc(Nc2ccc(C(F)(F)F)cc2)cc1. The yield is 0.174. (4) The reactants are Ic1ccccn1.Cc1ccc(N)cc1.O=S(=O)(O[Pd]1c2ccccc2-c2ccccc2N~1)C(F)(F)F.CC(C)c1cc(C(C)C)c(-c2ccccc2P(C2CCCCC2)C2CCCCC2)c(C(C)C)c1.CN(C)C(=NC(C)(C)C)N(C)C.c1ccc2oncc2c1. No catalyst specified. The product is Cc1ccc(Nc2ccccn2)cc1. The yield is 0.127. (5) The reactants are FC(F)(F)c1ccc(I)cc1.Cc1ccc(N)cc1.O=S(=O)(O[Pd]1c2ccccc2-c2ccccc2N~1)C(F)(F)F.CC(C)c1cc(C(C)C)c(-c2ccccc2P(C2CCCCC2)C2CCCCC2)c(C(C)C)c1.CCN=P(N=P(N(C)C)(N(C)C)N(C)C)(N(C)C)N(C)C.Cc1cc(-c2ccccc2)on1. No catalyst specified. The product is Cc1ccc(Nc2ccc(C(F)(F)F)cc2)cc1. The yield is 0.427.